This data is from Full USPTO retrosynthesis dataset with 1.9M reactions from patents (1976-2016). The task is: Predict the reactants needed to synthesize the given product. (1) Given the product [CH:21]1([NH:20][C:15]2[CH:14]=[C:13]([C:3]3[CH:4]=[CH:5][CH:6]=[C:7]([CH3:8])[C:2]=3[CH3:1])[N:18]=[C:17]([NH2:19])[N:16]=2)[CH2:24][CH2:23][CH2:22]1, predict the reactants needed to synthesize it. The reactants are: [CH3:1][C:2]1[C:7]([CH3:8])=[CH:6][CH:5]=[CH:4][C:3]=1B(O)O.Cl[C:13]1[N:18]=[C:17]([NH2:19])[N:16]=[C:15]([NH:20][CH:21]2[CH2:24][CH2:23][CH2:22]2)[CH:14]=1. (2) Given the product [CH2:36]1[C:37]2[C:42](=[CH:41][CH:40]=[CH:39][CH:38]=2)[CH2:43][CH:35]1[NH:34][C:31]1[N:32]=[CH:33][C:28]2[CH2:27][N:26]([C:24](=[O:25])[CH2:23][CH2:22][NH:21][C:18]([C:16]3[N:15]=[N:14][NH:13][CH:17]=3)=[O:20])[CH2:45][CH2:44][C:29]=2[N:30]=1, predict the reactants needed to synthesize it. The reactants are: Cl.CN(C)CCCN=C=NCC.[N:13]1[NH:14][N:15]=[C:16]([C:18]([OH:20])=O)[CH:17]=1.[NH2:21][CH2:22][CH2:23][C:24]([N:26]1[CH2:45][CH2:44][C:29]2[N:30]=[C:31]([NH:34][CH:35]3[CH2:43][C:42]4[C:37](=[CH:38][CH:39]=[CH:40][CH:41]=4)[CH2:36]3)[N:32]=[CH:33][C:28]=2[CH2:27]1)=[O:25]. (3) Given the product [CH3:1][O:2][C:3]1[CH:12]=[C:11]2[C:6]([C:7]([N:13]([CH3:23])[C:14]3[CH:19]=[CH:18][C:17]([NH2:20])=[CH:16][CH:15]=3)=[CH:8][CH:9]=[N:10]2)=[N:5][CH:4]=1, predict the reactants needed to synthesize it. The reactants are: [CH3:1][O:2][C:3]1[CH:12]=[C:11]2[C:6]([C:7]([N:13]([CH3:23])[C:14]3[CH:19]=[CH:18][C:17]([N+:20]([O-])=O)=[CH:16][CH:15]=3)=[CH:8][CH:9]=[N:10]2)=[N:5][CH:4]=1.[H][H]. (4) Given the product [CH3:17][O:16][N:15]([CH3:14])[C:10]([C:3]1[C:4]2[CH:9]=[CH:8][CH:7]=[CH:6][C:5]=2[O:1][N:2]=1)=[O:12], predict the reactants needed to synthesize it. The reactants are: [O:1]1[C:5]2[CH:6]=[CH:7][CH:8]=[CH:9][C:4]=2[C:3]([C:10]([OH:12])=O)=[N:2]1.Cl.[CH3:14][NH:15][O:16][CH3:17].N1C=CC=CC=1. (5) Given the product [CH2:3]([O:6][C:7]1[CH:12]=[CH:11][C:10]([CH2:13][O:23][CH2:22][CH2:21][N:16]2[CH:20]=[CH:19][N:18]=[N:17]2)=[C:9]([F:15])[CH:8]=1)[CH:4]=[CH2:5], predict the reactants needed to synthesize it. The reactants are: [H-].[Na+].[CH2:3]([O:6][C:7]1[CH:12]=[CH:11][C:10]([CH2:13]Cl)=[C:9]([F:15])[CH:8]=1)[CH:4]=[CH2:5].[N:16]1([CH2:21][CH2:22][OH:23])[CH:20]=[CH:19][N:18]=[N:17]1.O.